Predict the reactants needed to synthesize the given product. From a dataset of Full USPTO retrosynthesis dataset with 1.9M reactions from patents (1976-2016). (1) The reactants are: [CH2:1]([O:8][C:9]1[C:17]2[C:16](=[O:18])[N:15]([CH2:19][C:20]3[CH:25]=[CH:24][C:23]([F:26])=[CH:22][CH:21]=3)[N:14]=[C:13](Br)[C:12]=2[N:11]2[CH2:28][CH2:29][N:30]([CH3:33])[C:31](=[O:32])[C:10]=12)[C:2]1[CH:7]=[CH:6][CH:5]=[CH:4][CH:3]=1.[N:34]1[CH:39]=[C:38](B(O)O)[CH:37]=[N:36][CH:35]=1.[F-].[Cs+]. Given the product [CH2:1]([O:8][C:9]1[C:17]2[C:16](=[O:18])[N:15]([CH2:19][C:20]3[CH:25]=[CH:24][C:23]([F:26])=[CH:22][CH:21]=3)[N:14]=[C:13]([C:38]3[CH:39]=[N:34][CH:35]=[N:36][CH:37]=3)[C:12]=2[N:11]2[CH2:28][CH2:29][N:30]([CH3:33])[C:31](=[O:32])[C:10]=12)[C:2]1[CH:7]=[CH:6][CH:5]=[CH:4][CH:3]=1, predict the reactants needed to synthesize it. (2) Given the product [C:34]([C:38]1[CH:39]=[CH:40][C:41]([C:42]([N:16]2[C@@H:17]([C:18]3[S:19][CH:20]=[CH:21][N:22]=3)[C@@H:13]([C:11]3[O:10][N:9]=[C:8]([C:5]4[CH:6]=[CH:7][C:2]([F:1])=[CH:3][CH:4]=4)[N:12]=3)[CH2:14][C@@:15]2([CH2:30][CH:31]([CH3:33])[CH3:32])[C:23]([OH:25])=[O:24])=[O:43])=[CH:45][CH:46]=1)([CH3:37])([CH3:35])[CH3:36], predict the reactants needed to synthesize it. The reactants are: [F:1][C:2]1[CH:7]=[CH:6][C:5]([C:8]2[N:12]=[C:11]([C@@H:13]3[C@H:17]([C:18]4[S:19][CH:20]=[CH:21][N:22]=4)[NH:16][C@:15]([CH2:30][CH:31]([CH3:33])[CH3:32])([C:23]([O:25]C(C)(C)C)=[O:24])[CH2:14]3)[O:10][N:9]=2)=[CH:4][CH:3]=1.[C:34]([C:38]1[CH:46]=[CH:45][C:41]([C:42](Cl)=[O:43])=[CH:40][CH:39]=1)([CH3:37])([CH3:36])[CH3:35]. (3) Given the product [CH3:30][C:22]1[CH:21]=[C:20]([NH:19][CH:2]([C:7]2[CH:11]=[C:10]([C:12]3[CH:17]=[CH:16][CH:15]=[CH:14][CH:13]=3)[O:9][C:8]=2[CH3:18])[CH2:3][CH:4]([CH3:6])[CH3:5])[CH:29]=[CH:28][C:23]=1[C:24]([OH:26])=[O:25], predict the reactants needed to synthesize it. The reactants are: Cl[CH:2]([C:7]1[CH:11]=[C:10]([C:12]2[CH:17]=[CH:16][CH:15]=[CH:14][CH:13]=2)[O:9][C:8]=1[CH3:18])[CH2:3][CH:4]([CH3:6])[CH3:5].[NH2:19][C:20]1[CH:29]=[CH:28][C:23]([C:24]([O:26]C)=[O:25])=[C:22]([CH3:30])[CH:21]=1.C(=O)([O-])[O-].[Na+].[Na+].[I-].[Na+]. (4) The reactants are: [NH:1]1[CH:5]=[C:4]([CH2:6][C:7]([OH:9])=O)[N:3]=[CH:2]1.[CH:10]1([O:14][C:15]2[CH:16]=[C:17]([N:23]3[CH2:28][CH2:27][NH:26][C@@H:25]([CH2:29][CH:30]([CH3:32])[CH3:31])[CH2:24]3)[CH:18]=[CH:19][C:20]=2[O:21][CH3:22])[CH2:13][CH2:12][CH2:11]1. Given the product [CH:10]1([O:14][C:15]2[CH:16]=[C:17]([N:23]3[CH2:28][CH2:27][N:26]([C:7](=[O:9])[CH2:6][C:4]4[N:3]=[CH:2][NH:1][CH:5]=4)[C@@H:25]([CH2:29][CH:30]([CH3:32])[CH3:31])[CH2:24]3)[CH:18]=[CH:19][C:20]=2[O:21][CH3:22])[CH2:11][CH2:12][CH2:13]1, predict the reactants needed to synthesize it. (5) Given the product [CH2:1]1[C:9]2[C:4](=[CH:5][CH:6]=[CH:7][CH:8]=2)[C:3]([CH2:17][C:18]2[N:19]([CH3:23])[CH:20]=[CH:21][N:22]=2)=[CH:2]1, predict the reactants needed to synthesize it. The reactants are: [CH2:1]1[C:9]2[C:4](=[CH:5][CH:6]=[CH:7][CH:8]=2)[CH:3]=[CH:2]1.C([Li])CCC.Cl.Cl[CH2:17][C:18]1[N:19]([CH3:23])[CH:20]=[CH:21][N:22]=1.Cl. (6) Given the product [Cl:1][C:2]1[C:3]2[N:4]([C:8]([CH:12]3[CH2:13][C:14](=[O:16])[CH2:15]3)=[N:9][C:10]=2[I:11])[CH:5]=[CH:6][N:7]=1, predict the reactants needed to synthesize it. The reactants are: [Cl:1][C:2]1[C:3]2[N:4]([C:8]([CH:12]3[CH2:15][C:14](CO)([OH:16])[CH2:13]3)=[N:9][C:10]=2[I:11])[CH:5]=[CH:6][N:7]=1.I([O-])(=O)(=O)=O.[Na+].